From a dataset of Experimentally validated miRNA-target interactions with 360,000+ pairs, plus equal number of negative samples. Binary Classification. Given a miRNA mature sequence and a target amino acid sequence, predict their likelihood of interaction. (1) The miRNA is hsa-miR-5693 with sequence GCAGUGGCUCUGAAAUGAACUC. The protein sequence of the target gene is MLSAGLGLLMLVAVVEFLIGLIGNGSLVVWSFREWIRKFNWSSYNLIILGLAGCRFLLQWLIILDLSLFPLFQSSRWLRYLSIFWVLVSQASLWFATFLSVFYCKKITTFDRPAYLWLKQRAYNLSLWCLLGYFIINLLLTVQIGLTFYHPPQGNSSIRYPFESWQYLYAFQLNSGSYLPLVVFLVSSGMLIVSLYTHHKKMKVHSAGRRDVRAKAHITALKSLGCFLLLHLVYIMASPFSITSKTYPPDLTSVFIWETLMAAYPSLHSLILIMGIPRVKQTCQKILWKTVCARRCWGP. Result: 1 (interaction). (2) The miRNA is hsa-miR-29a-3p with sequence UAGCACCAUCUGAAAUCGGUUA. The protein sequence of the target gene is MDPLFQQTHKQVHEIQSCMGRLETADKQSVHIVENEIQASIDQIFSRLERLEILSSKEPPNKRQNARLRVDQLKYDVQHLQTALRNFQHRRHAREQQERQREELLSRTFTTNDSDTTIPMDESLQFNSSLQKVHNGMDDLILDGHNILDGLRTQRLTLKGTQKKILDIANMLGLSNTVMRLIEKRAFQDKYFMIGGMLLTCVVMFLVVQYLT. Result: 0 (no interaction). (3) The miRNA is hsa-miR-29c-3p with sequence UAGCACCAUUUGAAAUCGGUUA. The protein sequence of the target gene is MTGRARARARGRARGQETVQHVGAAASQQPGYIPPRPQQSPTEGDLVGRGRQRGMVVGATSKSQELQISAGFQELSLAERGGRRRDFHDLGVNTRQNLDHVKESKTGSSGIIVKLSTNHFRLTSRPQWALYQYHIDYNPLMEARRLRSALLFQHEDLIGRCHAFDGTILFLPKRLQHKVTEVFSQTRNGEHVRITITLTNELPPTSPTCLQFYNIIFRRLLKIMNLQQIGRNYYNPSDPIDIPNHRLVIWPGFTTSILQYENNIMLCTDVSHKVLRSETVLDFMFNLYQQTEEHKFQEQV.... Result: 0 (no interaction). (4) The miRNA is mmu-miR-6999-3p with sequence CUUCAGCUGUCCUCCUUUCUGU. The protein sequence of the target gene is MEDRRAERSCEQACASLQRQDYDMALQHCTDALLSLGQYSMADFTGPCPVEVERIKIESLLYRIASFLQLKNYGQADEDCRHVLGEGLAKGERAFRAVLCCMQLKGKLQLVSSILAKSLSGESLNGMVTKDLTRLKTLLTETETATSNVLSGCHVEDLDEGSCNGWHFRPPPRGITSSEEYTLCKRFLEQGICRYGAQCTSAHSQEELAEWQKRYASRLIKLKQQSENKQLSGSYMETLIEKWMSSLSPEKVLSECIEGVQVEHSPDLSVTVNTKKSHQTWTFALTCKPARMLYRVALLY.... Result: 0 (no interaction). (5) The miRNA is mmu-miR-7663-5p with sequence GCUGCUUGGUGAUCAUCCACUGU. The protein sequence of the target gene is MAFRQALQLAACGLAGGSAAVLFSAVAVGKPRGGGDADTRATEPPAWTGARAGRGVWDTNWDRREPLSLINLKKRNVESGEDELTSRLDHYKAKATRHIFLIRHSQYHVDGSLEKDRTLTPLGREQAELTGLRLASLGLKFNKIVHSSMTRAVETTDIISKHLPGVSRVSTDLLREGAPIEPDPPVSHWKPEAVQYYEDGARIEAAFRNYIHRADARQEEDSYEIFICHANVIRYIVCRALQFPPEGWLRLSLNNGSITHLVIRPNGRVALRTLGDTGFMPPDKITRS. Result: 0 (no interaction). (6) The miRNA is hsa-miR-6128 with sequence ACUGGAAUUGGAGUCAAAA. The protein sequence of the target gene is MGSEQSSEAESRPNDLNSSVTPSPAKHRAKMDDIVVVAQGSQASRNVSNDPDVIKLQEIPTFQPLLKGLLSGQTSPTNAKLEKLDSQQVLQLCLRYQDHLHQCAEAVAFDQNALVKRIKEMDLSVETLFSFMQERQKRYAKYAEQIQKVNEMSAILRRIQMGIDQTVPLLDRLNSMLPEGERLEPFSMKPDRELRL. Result: 1 (interaction). (7) The miRNA is hsa-miR-6874-5p with sequence AUGGAGCUGGAACCAGAUCAGGC. The protein sequence of the target gene is MHPEPAPPPSRSSPELPPSGGSTTSGSRRSRRRSGDGEPPGAPPPPPSAVTYPDWIGQSYSEVMSLNEHSMQALSWRKLYLSRAKLKASSRTSALLSGFAMVAMVEVQLDADHDYPPGLLIAFSACTTVLVAVHLFALMISTCILPNIEAVSNVHNLNSVKESPHERMHRHIELAWAFSTVIGTLLFLAEVVLLCWVKFLPLKKQPGQPRPTSKPPASGAAANVSTSGITPGQAAAIASTTIMVPFGLIFIVFAVHFYRSLVSHKTDRQFQELNELAEFARLQDQLDHRGDHPLTPGSHY.... Result: 0 (no interaction). (8) The miRNA is hsa-miR-151a-5p with sequence UCGAGGAGCUCACAGUCUAGU. The protein sequence of the target gene is MPITDFIINDEKTPLVLHGGPEQWKTVGPYGCFRVGICLLLVELCERFTFFEVVCNMIPFCTGRLGSYNHQAAMLNLGFIGTSVLTPVFMGWLADEYFGRNKLMYIALSLHFLGTALLSMLAFPAENFYRGAYPVFNNTSVEEQAGLFHVALLTLCLGTGGIRAVVCPPDMCGSQERESKKPMPFCNWASWSANLNAAVVFLGISSIQPLGSGALGILLPSLSVFTALVTLYLKHCDLIYRPENRCSLLTIARAFVRALKTRCLPYCHFGRDGSSWLDHAMEKQGGHHSELQEEDTRNIS.... Result: 0 (no interaction). (9) The protein sequence of the target gene is MSKLWRRGSTSGAMEAPEPGEALELSLAGAHGHGVHKKKHKKHKKKHKKKHHQEEDAGPTQPSPAKPQLKLKIKLGGQVLGTKSVPTFTVIPEGPRSPSPLMVVDNEEEPMEGVPLEQYRAWLDEDSNLSPSPLRDLSGGLGGQEEEEEQRWLDALEKGELDDNGDLKKEINERLLTARQRALLQKARSQPSPMLPLPVAEGCPPPALTEEMLLKREERARKRRLQAARRAEEHKNQTIERLTKTAATSGRGGRGGARGERRGGRAAAPAPMVRYCSGAQGSTLSFPPGVPAPTAVSQRP.... Result: 1 (interaction). The miRNA is hsa-miR-2277-3p with sequence UGACAGCGCCCUGCCUGGCUC.